This data is from Full USPTO retrosynthesis dataset with 1.9M reactions from patents (1976-2016). The task is: Predict the reactants needed to synthesize the given product. (1) Given the product [O:14]1[CH:15]=[CH:16][CH:17]=[C:13]1[C:10]1[CH:11]=[CH:12][C:7]([C:5]2[N:33]([C:30]3[CH:29]=[CH:28][C:27]([S:23]([NH2:24])(=[O:26])=[O:25])=[CH:32][CH:31]=3)[N:34]=[C:3]([C:2]([F:21])([F:20])[F:1])[CH:4]=2)=[CH:8][C:9]=1[CH3:18], predict the reactants needed to synthesize it. The reactants are: [F:1][C:2]([F:21])([F:20])[C:3](=O)[CH2:4][C:5]([C:7]1[CH:12]=[CH:11][C:10]([C:13]2[O:14][CH:15]=[CH:16][CH:17]=2)=[C:9]([CH3:18])[CH:8]=1)=O.Cl.[S:23]([C:27]1[CH:32]=[CH:31][C:30]([NH:33][NH2:34])=[CH:29][CH:28]=1)(=[O:26])(=[O:25])[NH2:24]. (2) Given the product [Br:1][C:2]1[C:10]2[C:9]([NH:27][CH2:26][C:23]3[CH:22]=[N:21][C:20]([CH3:19])=[CH:25][N:24]=3)=[N:8][CH:7]=[N:6][C:5]=2[N:4]([C:12]2[CH:17]=[CH:16][C:15]([CH3:18])=[CH:14][CH:13]=2)[CH:3]=1, predict the reactants needed to synthesize it. The reactants are: [Br:1][C:2]1[C:10]2[C:9](Cl)=[N:8][CH:7]=[N:6][C:5]=2[N:4]([C:12]2[CH:17]=[CH:16][C:15]([CH3:18])=[CH:14][CH:13]=2)[CH:3]=1.[CH3:19][C:20]1[N:21]=[CH:22][C:23]([CH2:26][NH2:27])=[N:24][CH:25]=1.C([O-])(=O)C.[Na+].